Dataset: Full USPTO retrosynthesis dataset with 1.9M reactions from patents (1976-2016). Task: Predict the reactants needed to synthesize the given product. The reactants are: [C:1]1([C@H:7]([CH3:20])[CH2:8][O:9][S:10]([C:13]2[CH:18]=[CH:17][C:16]([CH3:19])=[CH:15][CH:14]=2)(=[O:12])=[O:11])[CH:6]=[CH:5][CH:4]=[CH:3][CH:2]=1.C1([C@@H](C)CO)C=CC=CC=1. Given the product [C:1]1([C@@H:7]([CH3:20])[CH2:8][O:9][S:10]([C:13]2[CH:14]=[CH:15][C:16]([CH3:19])=[CH:17][CH:18]=2)(=[O:12])=[O:11])[CH:2]=[CH:3][CH:4]=[CH:5][CH:6]=1, predict the reactants needed to synthesize it.